Dataset: CYP2C19 inhibition data for predicting drug metabolism from PubChem BioAssay. Task: Regression/Classification. Given a drug SMILES string, predict its absorption, distribution, metabolism, or excretion properties. Task type varies by dataset: regression for continuous measurements (e.g., permeability, clearance, half-life) or binary classification for categorical outcomes (e.g., BBB penetration, CYP inhibition). Dataset: cyp2c19_veith. (1) The compound is CN1CCN(c2ncc3nc(-c4ccccc4)c(=O)n(C4CC4)c3n2)CC1. The result is 0 (non-inhibitor). (2) The compound is CCOC(=O)c1c(CC(C)C)csc1NC=O. The result is 1 (inhibitor). (3) The molecule is CC1CCc2c(C(=O)NCCN3CCOCC3)csc2C1. The result is 1 (inhibitor).